Dataset: Peptide-MHC class I binding affinity with 185,985 pairs from IEDB/IMGT. Task: Regression. Given a peptide amino acid sequence and an MHC pseudo amino acid sequence, predict their binding affinity value. This is MHC class I binding data. (1) The peptide sequence is FVGRYCSPT. The MHC is HLA-A02:03 with pseudo-sequence HLA-A02:03. The binding affinity (normalized) is 0.593. (2) The peptide sequence is KYFVRSTEK. The MHC is HLA-A31:01 with pseudo-sequence HLA-A31:01. The binding affinity (normalized) is 0.909. (3) The peptide sequence is VTNLISETLK. The MHC is HLA-B54:01 with pseudo-sequence HLA-B54:01. The binding affinity (normalized) is 0. (4) The peptide sequence is FRELNRVTQDF. The MHC is Mamu-B17 with pseudo-sequence Mamu-B17. The binding affinity (normalized) is 0. (5) The peptide sequence is YPKFHRSAM. The MHC is HLA-C07:01 with pseudo-sequence HLA-C07:01. The binding affinity (normalized) is 0.279. (6) The peptide sequence is ISKVRSNAA. The MHC is HLA-B08:01 with pseudo-sequence HLA-B08:01. The binding affinity (normalized) is 0.816.